This data is from Full USPTO retrosynthesis dataset with 1.9M reactions from patents (1976-2016). The task is: Predict the reactants needed to synthesize the given product. (1) Given the product [CH3:1][C:2]1[C:7]([O:8][C:9]2[CH:14]=[CH:13][N:12]=[C:11]([N:15]3[CH:19]=[C:18]([CH3:20])[N:17]=[CH:16]3)[CH:10]=2)=[CH:6][N:5]=[C:4]([NH2:21])[CH:3]=1, predict the reactants needed to synthesize it. The reactants are: [CH3:1][C:2]1[C:7]([O:8][C:9]2[CH:14]=[CH:13][N:12]=[C:11]([N:15]3[CH:19]=[C:18]([CH3:20])[N:17]=[CH:16]3)[CH:10]=2)=[CH:6][N:5]=[C:4]([N+:21]([O-])=O)[CH:3]=1. (2) Given the product [OH:1][C@@:2]1([C:9]#[C:10][C:11]2[CH:12]=[C:13]([C:17]3[C:22]4[CH2:23][CH2:24][CH2:25][C:21]=4[CH:20]=[C:19]([C:26]([NH2:31])=[O:27])[N:18]=3)[CH:14]=[CH:15][CH:16]=2)[CH2:6][CH2:5][N:4]([CH3:7])[C:3]1=[O:8], predict the reactants needed to synthesize it. The reactants are: [OH:1][C@@:2]1([C:9]#[C:10][C:11]2[CH:12]=[C:13]([C:17]3[C:22]4[CH2:23][CH2:24][CH2:25][C:21]=4[CH:20]=[C:19]([C:26](OCC)=[O:27])[N:18]=3)[CH:14]=[CH:15][CH:16]=2)[CH2:6][CH2:5][N:4]([CH3:7])[C:3]1=[O:8].[NH3:31]. (3) Given the product [Cl:23][C:17]1[C:16]2[CH2:15][O:14][C@H:11]3[CH2:12][CH2:13][NH:8][CH2:9][C@@H:10]3[C:21]=2[CH:20]=[CH:19][C:18]=1[CH3:22], predict the reactants needed to synthesize it. The reactants are: C([N:8]1[CH2:13][CH2:12][C@@H:11]2[O:14][CH2:15][C:16]3[C:17]([Cl:23])=[C:18]([CH3:22])[CH:19]=[CH:20][C:21]=3[C@H:10]2[CH2:9]1)C1C=CC=CC=1.ClC(OC(Cl)C)=O.CO. (4) Given the product [CH3:38][O:40][C:13](=[O:34])[C:14]1[CH:19]=[CH:18][C:17]([O:20][CH3:21])=[C:16]([CH2:22][CH2:23][CH2:24][C:25]2[CH:26]=[C:27]([CH3:31])[CH:28]=[CH:29][CH:30]=2)[CH:15]=1, predict the reactants needed to synthesize it. The reactants are: COC(C1(N[C:13](=[O:34])[C:14]2[CH:19]=[CH:18][C:17]([O:20][CH3:21])=[C:16]([CH:22](O)[CH2:23][CH:24](O)[C:25]3[CH:26]=[C:27]([CH3:31])[CH:28]=[CH:29][CH:30]=3)[CH:15]=2)CCCCCC1)=O.Cl.[H][H].[CH2:38]([OH:40])C.